This data is from Forward reaction prediction with 1.9M reactions from USPTO patents (1976-2016). The task is: Predict the product of the given reaction. The product is: [NH2:8][C:9]1[CH:10]=[CH:11][C:12]([S:15][C:16]2[CH:37]=[CH:36][C:19]([C:20]([NH:22][C:23]([C:30]3[CH:35]=[CH:34][CH:33]=[CH:32][CH:31]=3)([CH3:29])[C:24]([O:26][CH2:27][CH3:28])=[O:25])=[O:21])=[CH:18][C:17]=2[NH:38][C:39]2[C:40]3[CH:48]=[CH:47][C:46]([CH:49]([CH3:50])[CH3:51])=[N:45][C:41]=3[N:42]=[CH:43][N:44]=2)=[CH:13][CH:14]=1. Given the reactants C(OC([NH:8][C:9]1[CH:14]=[CH:13][C:12]([S:15][C:16]2[CH:37]=[CH:36][C:19]([C:20]([NH:22][C:23]([C:30]3[CH:35]=[CH:34][CH:33]=[CH:32][CH:31]=3)([CH3:29])[C:24]([O:26][CH2:27][CH3:28])=[O:25])=[O:21])=[CH:18][C:17]=2[NH:38][C:39]2[C:40]3[CH:48]=[CH:47][C:46]([CH:49]([CH3:51])[CH3:50])=[N:45][C:41]=3[N:42]=[CH:43][N:44]=2)=[CH:11][CH:10]=1)=O)(C)(C)C.FC(F)(F)C(O)=O, predict the reaction product.